From a dataset of Full USPTO retrosynthesis dataset with 1.9M reactions from patents (1976-2016). Predict the reactants needed to synthesize the given product. (1) The reactants are: [Cl-:1].[Cl-].[CH:3]1([Zr+2:12]C2C3C(CC=CC=3)CC2)[C:11]2[CH:6]([CH2:7][CH:8]=[CH:9][CH:10]=2)[CH2:5][CH2:4]1.[Cl-].[Zr+4].[Cl-].[Cl-].[Cl-].[CH2:27]([CH:31]1[C:39]2[C:34](=[CH:35][CH:36]=[CH:37][CH:38]=2)[CH:33]=[C:32]1[Li])[CH2:28][CH2:29][CH3:30]. Given the product [Cl-:1].[Cl-:1].[CH:3]1([Zr+2:12][C:32]2[CH:31]([CH2:27][CH2:28][CH2:29][CH3:30])[C:39]3[C:34]([CH:33]=2)=[CH:35][CH:36]=[CH:37][CH:38]=3)[C:11]2[CH:6]([CH2:7][CH:8]=[CH:9][CH:10]=2)[CH2:5][CH2:4]1, predict the reactants needed to synthesize it. (2) Given the product [OH:35][CH:33]([CH3:34])[CH2:32][NH:31][C:28]([C:4]1[C:3]([O:2][CH3:1])=[CH:27][C:7]2[N:8]([CH3:26])[C:9]([NH:11][C:12]3[S:13][C:14]4[CH:20]=[C:19]([O:21][C:22]([F:23])([F:25])[F:24])[CH:18]=[CH:17][C:15]=4[N:16]=3)=[N:10][C:6]=2[CH:5]=1)=[O:29], predict the reactants needed to synthesize it. The reactants are: [CH3:1][O:2][C:3]1[C:4]([C:28](O)=[O:29])=[CH:5][C:6]2[N:10]=[C:9]([NH:11][C:12]3[S:13][C:14]4[CH:20]=[C:19]([O:21][C:22]([F:25])([F:24])[F:23])[CH:18]=[CH:17][C:15]=4[N:16]=3)[N:8]([CH3:26])[C:7]=2[CH:27]=1.[NH2:31][CH2:32][CH:33]([OH:35])[CH3:34].CN(C(ON1N=NC2C=CC=CC1=2)=[N+](C)C)C.F[P-](F)(F)(F)(F)F.CCN(C(C)C)C(C)C. (3) Given the product [F:15][C:14]([F:17])([F:16])[C:11]1[CH:12]=[CH:13][C:8]([C:6]2[N:5]=[CH:4][N:3]=[C:2]([O:18][C:19]3[CH:20]=[CH:21][CH:22]=[C:23]4[C:28]=3[N:27]=[CH:26][CH:25]=[CH:24]4)[CH:7]=2)=[CH:9][CH:10]=1, predict the reactants needed to synthesize it. The reactants are: Cl[C:2]1[CH:7]=[C:6]([C:8]2[CH:13]=[CH:12][C:11]([C:14]([F:17])([F:16])[F:15])=[CH:10][CH:9]=2)[N:5]=[CH:4][N:3]=1.[OH:18][C:19]1[CH:20]=[CH:21][CH:22]=[C:23]2[C:28]=1[N:27]=[CH:26][CH:25]=[CH:24]2.[H-].[Na+].